From a dataset of Peptide-MHC class II binding affinity with 134,281 pairs from IEDB. Regression. Given a peptide amino acid sequence and an MHC pseudo amino acid sequence, predict their binding affinity value. This is MHC class II binding data. The peptide sequence is QKLLKSIAATRGATV. The MHC is DRB1_1501 with pseudo-sequence DRB1_1501. The binding affinity (normalized) is 0.628.